Dataset: Full USPTO retrosynthesis dataset with 1.9M reactions from patents (1976-2016). Task: Predict the reactants needed to synthesize the given product. (1) The reactants are: [Cl:1][C:2]1[CH:7]=[C:6]([S:8]([CH:11]2[CH2:13][CH2:12]2)(=[O:10])=[O:9])[CH:5]=[CH:4][C:3]=1[C:14]1[C:26](=[O:27])[N:25]([CH2:28][CH3:29])[C:17]2[N:18]=[C:19](S(C)=O)[N:20]=[CH:21][C:16]=2[CH:15]=1.[CH3:30][N:31]1[CH2:36][CH2:35][CH:34]([CH2:37][CH2:38][NH2:39])[CH2:33][CH2:32]1.CCN(C(C)C)C(C)C. Given the product [Cl:1][C:2]1[CH:7]=[C:6]([S:8]([CH:11]2[CH2:13][CH2:12]2)(=[O:10])=[O:9])[CH:5]=[CH:4][C:3]=1[C:14]1[C:26](=[O:27])[N:25]([CH2:28][CH3:29])[C:17]2[N:18]=[C:19]([NH:39][CH2:38][CH2:37][CH:34]3[CH2:35][CH2:36][N:31]([CH3:30])[CH2:32][CH2:33]3)[N:20]=[CH:21][C:16]=2[CH:15]=1, predict the reactants needed to synthesize it. (2) Given the product [Br:1][C:2]1[CH:7]=[CH:6][C:5]([C:8]([C:10]2[CH:15]=[CH:14][C:13]([F:16])=[CH:12][CH:11]=2)=[O:9])=[C:4]([OH:17])[CH:3]=1, predict the reactants needed to synthesize it. The reactants are: [Br:1][C:2]1[CH:7]=[CH:6][C:5]([C:8]([C:10]2[CH:15]=[CH:14][C:13]([F:16])=[CH:12][CH:11]=2)=[O:9])=[C:4]([O:17]C)[CH:3]=1.Cl.N1C=CC=CC=1.